From a dataset of Reaction yield outcomes from USPTO patents with 853,638 reactions. Predict the reaction yield, written as a fraction of the theoretical maximum amount of product (1.0 means a 100% yield; for example, 0.34 means a 34% yield). (1) The reactants are [CH2:1]([O:3][C:4](=[O:10])[CH:5]=[C:6]1[CH2:9][CH2:8][CH2:7]1)[CH3:2].[N+:11]([CH3:14])([O-:13])=[O:12].[F-].C([N+](CCCC)(CCCC)CCCC)CCC. The catalyst is O1CCCC1.C(OCC)(=O)C. The product is [CH2:1]([O:3][C:4](=[O:10])[CH2:5][C:6]1([CH2:14][N+:11]([O-:13])=[O:12])[CH2:9][CH2:8][CH2:7]1)[CH3:2]. The yield is 0.520. (2) The reactants are [CH3:1][CH2:2][CH2:3][N:4]1[C@H:9]([C:10]([NH:12][C:13]2[C:14]([CH3:20])=[CH:15][CH:16]=[CH:17][C:18]=2[CH3:19])=[O:11])[CH2:8][CH2:7][CH2:6][CH2:5]1.[ClH:21].CC(C)=[O:24]. The catalyst is O. The product is [CH3:1][CH2:2][CH2:3][NH+:4]1[C@H:9]([C:10]([NH:12][C:13]2[C:14]([CH3:20])=[CH:15][CH:16]=[CH:17][C:18]=2[CH3:19])=[O:11])[CH2:8][CH2:7][CH2:6][CH2:5]1.[OH2:24].[Cl-:21]. The yield is 0.790. (3) The yield is 0.842. The reactants are [F:1][C:2]1[CH:7]=[CH:6][C:5]([NH:8][C:9](=[O:25])[NH:10][C:11]2[CH:16]=[CH:15][C:14]([C:17]3[CH:21]=[C:20]([C:22](O)=[O:23])[O:19][N:18]=3)=[CH:13][CH:12]=2)=[CH:4][CH:3]=1.Cl.[CH3:27][O:28][C:29](=[O:35])[C@@H:30]([NH2:34])[CH:31]([CH3:33])[CH3:32].[K+].[Br-]. No catalyst specified. The product is [CH3:27][O:28][C:29](=[O:35])[C@@H:30]([NH:34][C:22]([C:20]1[O:19][N:18]=[C:17]([C:14]2[CH:13]=[CH:12][C:11]([NH:10][C:9]([NH:8][C:5]3[CH:4]=[CH:3][C:2]([F:1])=[CH:7][CH:6]=3)=[O:25])=[CH:16][CH:15]=2)[CH:21]=1)=[O:23])[CH:31]([CH3:33])[CH3:32]. (4) The reactants are [NH2:1][C@@H:2]([CH2:6][OH:7])[C@H:3]([CH3:5])[OH:4].N1C=CN=C1.[Si:13](Cl)([C:26]([CH3:29])([CH3:28])[CH3:27])([C:20]1[CH:25]=[CH:24][CH:23]=[CH:22][CH:21]=1)[C:14]1[CH:19]=[CH:18][CH:17]=[CH:16][CH:15]=1. The catalyst is CN(C=O)C.CCOC(C)=O. The product is [NH2:1][C@@H:2]([CH2:6][O:7][Si:13]([C:26]([CH3:29])([CH3:28])[CH3:27])([C:20]1[CH:21]=[CH:22][CH:23]=[CH:24][CH:25]=1)[C:14]1[CH:19]=[CH:18][CH:17]=[CH:16][CH:15]=1)[C@@H:3]([OH:4])[CH3:5]. The yield is 0.470. (5) The reactants are [C:1]([C:5]1[CH:11]=[CH:10][C:8]([OH:9])=[CH:7][C:6]=1[OH:12])(=O)[CH2:2][CH3:3]. The catalyst is CO.[Ni]. The product is [CH2:1]([C:5]1[CH:11]=[CH:10][C:8]([OH:9])=[CH:7][C:6]=1[OH:12])[CH2:2][CH3:3]. The yield is 0.810. (6) The reactants are [CH3:1][N:2]1[C:10]2[C:5](=[CH:6][CH:7]=[C:8]([C:11]([O-])=[O:12])[CH:9]=2)[C:4]([N:14]2[CH2:19][CH2:18][N:17]([CH3:20])[CH2:16][CH2:15]2)=[N:3]1.[Li+].C(Cl)CCl.C1C=CC2N(O)N=NC=2C=1.CCN(CC)CC.[CH3:43][O:44][C:45]1[CH:52]=[CH:51][C:48]([CH2:49][NH2:50])=[CH:47][CH:46]=1. The catalyst is CN(C=O)C.C(OCC)(=O)C. The product is [CH3:43][O:44][C:45]1[CH:52]=[CH:51][C:48]([CH2:49][NH:50][C:11]([C:8]2[CH:9]=[C:10]3[C:5]([C:4]([N:14]4[CH2:19][CH2:18][N:17]([CH3:20])[CH2:16][CH2:15]4)=[N:3][N:2]3[CH3:1])=[CH:6][CH:7]=2)=[O:12])=[CH:47][CH:46]=1. The yield is 0.250. (7) The reactants are [CH2:1]([O:8][C:9]1[CH:14]=[CH:13][C:12]([C:15]2(O)[C:23]3[C:18](=[CH:19][CH:20]=[CH:21][CH:22]=3)[N:17]([CH:24]([C:31]3[CH:36]=[CH:35][CH:34]=[CH:33][CH:32]=3)[C:25]3[CH:30]=[CH:29][CH:28]=[CH:27][CH:26]=3)[C:16]2=[O:37])=[C:11]([OH:39])[CH:10]=1)[C:2]1[CH:7]=[CH:6][CH:5]=[CH:4][CH:3]=1.C([SiH](CC)CC)C.FC(F)(F)C(O)=O. No catalyst specified. The product is [CH2:1]([O:8][C:9]1[CH:14]=[CH:13][C:12]([CH:15]2[C:23]3[C:18](=[CH:19][CH:20]=[CH:21][CH:22]=3)[N:17]([CH:24]([C:25]3[CH:26]=[CH:27][CH:28]=[CH:29][CH:30]=3)[C:31]3[CH:32]=[CH:33][CH:34]=[CH:35][CH:36]=3)[C:16]2=[O:37])=[C:11]([OH:39])[CH:10]=1)[C:2]1[CH:3]=[CH:4][CH:5]=[CH:6][CH:7]=1. The yield is 0.760.